Dataset: Full USPTO retrosynthesis dataset with 1.9M reactions from patents (1976-2016). Task: Predict the reactants needed to synthesize the given product. (1) Given the product [ClH:1].[Cl:1][C:2]1[CH:3]=[CH:4][C:5]([NH:8][C:9](=[O:35])[C:10]2[CH:15]=[CH:14][CH:13]=[CH:12][C:11]=2[NH:16][C:17](=[O:34])[C:18]2[CH:23]=[CH:22][C:21]([N:24]([CH3:26])[CH3:25])=[CH:20][C:19]=2[O:27][CH:28]2[CH2:33][CH2:32][N:31]([CH:37]([CH3:39])[CH3:36])[CH2:30][CH2:29]2)=[N:6][CH:7]=1, predict the reactants needed to synthesize it. The reactants are: [Cl:1][C:2]1[CH:3]=[CH:4][C:5]([NH:8][C:9](=[O:35])[C:10]2[CH:15]=[CH:14][CH:13]=[CH:12][C:11]=2[NH:16][C:17](=[O:34])[C:18]2[CH:23]=[CH:22][C:21]([N:24]([CH3:26])[CH3:25])=[CH:20][C:19]=2[O:27][CH:28]2[CH2:33][CH2:32][NH:31][CH2:30][CH2:29]2)=[N:6][CH:7]=1.[CH3:36][C:37]([CH3:39])=O.CC(O)=O.CO.[BH3-]C#N.[Na+].CO. (2) Given the product [Cl:1][C:2]1[CH:7]=[CH:6][C:5](/[CH:8]=[CH:9]/[C:10]([N:28]2[CH2:29][CH2:30][C@@H:26]([C:23]3[O:22][C:21]([CH3:20])=[N:25][N:24]=3)[CH2:27]2)=[O:12])=[C:4]([CH2:13][N:14]2[N:18]=[N:17][C:16]([CH3:19])=[N:15]2)[CH:3]=1, predict the reactants needed to synthesize it. The reactants are: [Cl:1][C:2]1[CH:7]=[CH:6][C:5](/[CH:8]=[CH:9]/[C:10]([OH:12])=O)=[C:4]([CH2:13][N:14]2[N:18]=[N:17][C:16]([CH3:19])=[N:15]2)[CH:3]=1.[CH3:20][C:21]1[O:22][C:23]([C@@H:26]2[CH2:30][CH2:29][NH:28][CH2:27]2)=[N:24][N:25]=1.CCN(C(C)C)C(C)C.C(P1(=O)OP(CCC)(=O)OP(CCC)(=O)O1)CC. (3) Given the product [NH2:7][C@H:8]1[CH2:13][CH2:12][C@H:11]([N:14]([CH2:39][CH3:40])[C:15]2[C:30]3[CH2:29][CH:28]=[CH:27][CH2:26][CH2:25][C:24]4[CH:31]=[C:32]([CH3:37])[NH:33][C:34](=[O:35])[C:23]=4[CH2:22][NH:21][C:20](=[O:38])[C:19]=3[CH:18]=[CH:17][CH:16]=2)[CH2:10][CH2:9]1, predict the reactants needed to synthesize it. The reactants are: C(OC(=O)[NH:7][C@H:8]1[CH2:13][CH2:12][C@H:11]([N:14]([CH2:39][CH3:40])[C:15]2[C:30]3[CH2:29][CH:28]=[CH:27][CH2:26][CH2:25][C:24]4[CH:31]=[C:32]([CH3:37])[N:33]=[C:34]([O:35]C)[C:23]=4[CH2:22][NH:21][C:20](=[O:38])[C:19]=3[CH:18]=[CH:17][CH:16]=2)[CH2:10][CH2:9]1)(C)(C)C.Cl. (4) The reactants are: [C:9](O[C:9]([O:11][C:12]([CH3:15])([CH3:14])[CH3:13])=[O:10])([O:11][C:12]([CH3:15])([CH3:14])[CH3:13])=[O:10].[NH2:16][CH2:17][CH2:18][C:19]1[CH:25]=[CH:24][C:22]([NH2:23])=[CH:21][CH:20]=1.[OH-].[Na+]. Given the product [C:12]([O:11][C:9]([NH:16][CH2:17][CH2:18][C:19]1[CH:25]=[CH:24][C:22]([NH2:23])=[CH:21][CH:20]=1)=[O:10])([CH3:13])([CH3:14])[CH3:15], predict the reactants needed to synthesize it. (5) Given the product [CH3:1][O:2][C:3]([CH:5]1[CH2:14][C:13]2[C:8]3=[C:9]([CH:15]=[CH:16][N:7]3[CH2:6]1)[CH:10]=[CH:11][CH:12]=2)=[O:4], predict the reactants needed to synthesize it. The reactants are: [CH3:1][O:2][C:3]([C:5]1[CH2:6][N:7]2[CH:16]=[CH:15][C:9]3[CH:10]=[CH:11][CH:12]=[C:13]([CH:14]=1)[C:8]2=3)=[O:4].[H][H].